Task: Predict the reaction yield, written as a fraction of the theoretical maximum amount of product (1.0 means a 100% yield; for example, 0.34 means a 34% yield).. Dataset: Reaction yield outcomes from USPTO patents with 853,638 reactions (1) The reactants are [CH3:1][C:2]1[N:3]=[CH:4][S:5][C:6]=1[C:7]1[O:8][C:9]2[C:10](=[C:12]([C:16]([OH:18])=O)[CH:13]=[CH:14][CH:15]=2)[N:11]=1.[ClH:19].C(N=C=NCCCN(C)C)C.ON1C2C=CC=CC=2N=N1.Cl.Cl.[NH2:43][C@H:44]1[CH:49]2[CH2:50][CH2:51][N:46]([CH2:47][CH2:48]2)[CH2:45]1.C(N(CC)CC)C. The catalyst is CN(C=O)C.C(OCC)(=O)C. The product is [ClH:19].[N:46]12[CH2:51][CH2:50][CH:49]([CH2:48][CH2:47]1)[C@H:44]([NH:43][C:16]([C:12]1[CH:13]=[CH:14][CH:15]=[C:9]3[O:8][C:7]([C:6]4[S:5][CH:4]=[N:3][C:2]=4[CH3:1])=[N:11][C:10]=13)=[O:18])[CH2:45]2. The yield is 0.450. (2) The reactants are [Cl:1][C:2]1[C:7]([C@H:8]2[CH2:12][CH2:11][CH2:10][N:9]2C(OC(C)(C)C)=O)=[CH:6][C:5]([F:20])=[CH:4][N:3]=1.[ClH:21]. The catalyst is O1CCOCC1. The product is [ClH:1].[ClH:21].[Cl:1][C:2]1[C:7]([C@H:8]2[CH2:12][CH2:11][CH2:10][NH:9]2)=[CH:6][C:5]([F:20])=[CH:4][N:3]=1. The yield is 0.800. (3) The reactants are [CH3:1][O:2][C:3]1[CH:8]=[CH:7][C:6]([CH2:9][C:10]([NH:12][C:13]2[CH:14]=[CH:15][C:16]([C:19]([O:21]C)=[O:20])=[N:17][CH:18]=2)=[O:11])=[C:5]([C:23]([F:26])([F:25])[F:24])[CH:4]=1.C1COCC1.[OH-].[Na+]. The catalyst is CO. The product is [CH3:1][O:2][C:3]1[CH:8]=[CH:7][C:6]([CH2:9][C:10]([NH:12][C:13]2[CH:14]=[CH:15][C:16]([C:19]([OH:21])=[O:20])=[N:17][CH:18]=2)=[O:11])=[C:5]([C:23]([F:25])([F:26])[F:24])[CH:4]=1. The yield is 0.670. (4) The reactants are [CH:1]1([N:5]2[CH2:10][CH2:9][CH:8]([O:11][C:12]3[C:17]([F:18])=[CH:16][C:15]([C:19]4[CH2:20][CH2:21][C:22](=[O:25])[NH:23][N:24]=4)=[CH:14][C:13]=3[F:26])[CH2:7][CH2:6]2)[CH2:4][CH2:3][CH2:2]1.C(=O)([O-])[O-].[Cs+].[Cs+]. The catalyst is CS(C)=O. The product is [CH:1]1([N:5]2[CH2:10][CH2:9][CH:8]([O:11][C:12]3[C:17]([F:18])=[CH:16][C:15]([C:19]4[CH:20]=[CH:21][C:22](=[O:25])[NH:23][N:24]=4)=[CH:14][C:13]=3[F:26])[CH2:7][CH2:6]2)[CH2:2][CH2:3][CH2:4]1. The yield is 0.290. (5) The reactants are [C:1]([O-:4])(O)=O.[Na+].BrC[C:8]1[CH:13]=[CH:12][C:11]([I:14])=[CH:10][C:9]=1[N+:15]([O-:17])=[O:16]. The catalyst is CS(C)=O.O. The product is [I:14][C:11]1[CH:12]=[CH:13][C:8]([CH:1]=[O:4])=[C:9]([N+:15]([O-:17])=[O:16])[CH:10]=1. The yield is 0.610.